From a dataset of Full USPTO retrosynthesis dataset with 1.9M reactions from patents (1976-2016). Predict the reactants needed to synthesize the given product. (1) Given the product [C:41]([C:35]1([C:38](=[O:40])[NH:52][C:53]2[CH:58]=[CH:57][C:56]([F:59])=[CH:55][N:54]=2)[CH2:34][CH2:33][N:32]([C:30]([O:29][C:25]([CH3:26])([CH3:27])[CH3:28])=[O:31])[CH2:37][CH2:36]1)#[N:42], predict the reactants needed to synthesize it. The reactants are: CN(C(ON1N=NC2C=CC=NC1=2)=[N+](C)C)C.F[P-](F)(F)(F)(F)F.[C:25]([O:29][C:30]([N:32]1[CH2:37][CH2:36][C:35]([C:41]#[N:42])([C:38]([OH:40])=O)[CH2:34][CH2:33]1)=[O:31])([CH3:28])([CH3:27])[CH3:26].CCN(C(C)C)C(C)C.[NH2:52][C:53]1[CH:58]=[CH:57][C:56]([F:59])=[CH:55][N:54]=1. (2) Given the product [Cl:1][C:2]1[CH:3]=[C:4]([C:12]2[O:16][N:15]=[C:14]([C:17]3[CH:22]=[CH:21][C:20]([O:23][CH2:24][C:25]([OH:27])=[O:26])=[CH:19][C:18]=3[CH2:30][CH3:31])[N:13]=2)[CH:5]=[CH:6][C:7]=1[O:8][CH:9]([CH3:10])[CH3:11], predict the reactants needed to synthesize it. The reactants are: [Cl:1][C:2]1[CH:3]=[C:4]([C:12]2[O:16][N:15]=[C:14]([C:17]3[CH:22]=[CH:21][C:20]([O:23][CH2:24][C:25]([O:27]CC)=[O:26])=[CH:19][C:18]=3[CH2:30][CH3:31])[N:13]=2)[CH:5]=[CH:6][C:7]=1[O:8][CH:9]([CH3:11])[CH3:10].[OH-].[Na+].